From a dataset of Catalyst prediction with 721,799 reactions and 888 catalyst types from USPTO. Predict which catalyst facilitates the given reaction. (1) Reactant: [C:1]([O:5][C:6]([N:8]1[CH2:13][CH2:12][NH:11][CH2:10][C@@H:9]1[C@@H:14]([OH:37])[C@H:15]([N:23]=[C:24]([C:31]1[CH:36]=[CH:35][CH:34]=[CH:33][CH:32]=1)[C:25]1[CH:30]=[CH:29][CH:28]=[CH:27][CH:26]=1)[CH2:16][C:17]1[CH:22]=[CH:21][CH:20]=[CH:19][CH:18]=1)=[O:7])([CH3:4])([CH3:3])[CH3:2].[C:38](N1C=CN=C1)(=[O:40])[CH3:39].C(N(CC)CC)C. Product: [C:1]([O:5][C:6]([N:8]1[CH2:13][CH2:12][N:11]([C:38](=[O:40])[CH3:39])[CH2:10][C@@H:9]1[C@@H:14]([OH:37])[C@H:15]([N:23]=[C:24]([C:25]1[CH:26]=[CH:27][CH:28]=[CH:29][CH:30]=1)[C:31]1[CH:32]=[CH:33][CH:34]=[CH:35][CH:36]=1)[CH2:16][C:17]1[CH:22]=[CH:21][CH:20]=[CH:19][CH:18]=1)=[O:7])([CH3:4])([CH3:2])[CH3:3]. The catalyst class is: 96. (2) Reactant: [CH3:1][C:2]1[C:3]([C:8]2[CH:13]=[CH:12][CH:11]=[CH:10][CH:9]=2)=[N:4][CH:5]=[CH:6][CH:7]=1.ClC1C=C(C=CC=1)C(OO)=[O:19]. Product: [CH3:1][C:2]1[C:3]([C:8]2[CH:13]=[CH:12][CH:11]=[CH:10][CH:9]=2)=[N+:4]([O-:19])[CH:5]=[CH:6][CH:7]=1. The catalyst class is: 4. (3) Reactant: [C:1]([C:3]1[CH:10]=[CH:9][C:6]([CH2:7]Br)=[CH:5][CH:4]=1)#[N:2].[O-:11][S:12]([O-:14])=[O:13].[Na+:15].[Na+]. Product: [C:1]([C:3]1[CH:10]=[CH:9][C:6]([CH2:7][S:12]([O-:14])(=[O:13])=[O:11])=[CH:5][CH:4]=1)#[N:2].[Na+:15]. The catalyst class is: 6. (4) Reactant: Br[C:2]1[S:6][C:5]([C:7]2[S:8][C:9]([C:12]([OH:14])=[O:13])=[CH:10][CH:11]=2)=[CH:4][CH:3]=1.[F:15][C:16]1[CH:17]=[C:18](B(O)O)[CH:19]=[CH:20][C:21]=1[OH:22]. Product: [F:15][C:16]1[CH:17]=[C:18]([C:2]2[S:6][C:5]([C:7]3[S:8][C:9]([C:12]([OH:14])=[O:13])=[CH:10][CH:11]=3)=[CH:4][CH:3]=2)[CH:19]=[CH:20][C:21]=1[OH:22]. The catalyst class is: 6. (5) Reactant: [C:1]1([B-:7]([C:20]2[CH:25]=[CH:24][CH:23]=[CH:22][CH:21]=2)([C:14]2[CH:19]=[CH:18][CH:17]=[CH:16][CH:15]=2)[C:8]2[CH:13]=[CH:12][CH:11]=[CH:10][CH:9]=2)[CH:6]=[CH:5][CH:4]=[CH:3][CH:2]=1.[Na+].[Cl-].[CH2:28]1[N+:31]2([CH2:35][CH2:34][CH2:33][CH2:32]2)[CH2:30][CH2:29]1. Product: [C:20]1([B-:7]([C:1]2[CH:2]=[CH:3][CH:4]=[CH:5][CH:6]=2)([C:8]2[CH:9]=[CH:10][CH:11]=[CH:12][CH:13]=2)[C:14]2[CH:19]=[CH:18][CH:17]=[CH:16][CH:15]=2)[CH:21]=[CH:22][CH:23]=[CH:24][CH:25]=1.[CH2:30]1[N+:31]2([CH2:35][CH2:34][CH2:33][CH2:32]2)[CH2:28][CH2:29]1. The catalyst class is: 21. (6) Reactant: [N:1]1([C:6]2[CH:24]=[CH:23][C:9]([CH2:10][C:11]3[C:12]([Cl:22])=[CH:13][C:14]([OH:21])=[C:15]([CH:20]=3)[C:16]([O:18][CH3:19])=[O:17])=[CH:8][CH:7]=2)[CH:5]=[CH:4][CH:3]=[N:2]1.[H-].[Na+].C1C=CC(N([S:34]([C:37]([F:40])([F:39])[F:38])(=[O:36])=[O:35])[S:34]([C:37]([F:40])([F:39])[F:38])(=[O:36])=[O:35])=CC=1.Cl. Product: [N:1]1([C:6]2[CH:24]=[CH:23][C:9]([CH2:10][C:11]3[C:12]([Cl:22])=[CH:13][C:14]([O:21][S:34]([C:37]([F:40])([F:39])[F:38])(=[O:36])=[O:35])=[C:15]([CH:20]=3)[C:16]([O:18][CH3:19])=[O:17])=[CH:8][CH:7]=2)[CH:5]=[CH:4][CH:3]=[N:2]1. The catalyst class is: 3. (7) Reactant: CS(O[CH:6]1[CH2:11][CH2:10][C:9]2([C:15]3[CH:16]=[CH:17][CH:18]=[CH:19][C:14]=3[C:13](=[O:20])[O:12]2)[CH2:8][CH2:7]1)(=O)=O.[N-:21]=[N+:22]=[N-:23].[Na+]. Product: [N:21]([CH:6]1[CH2:11][CH2:10][C:9]2([C:15]3[CH:16]=[CH:17][CH:18]=[CH:19][C:14]=3[C:13](=[O:20])[O:12]2)[CH2:8][CH2:7]1)=[N+:22]=[N-:23]. The catalyst class is: 3.